From a dataset of Reaction yield outcomes from USPTO patents with 853,638 reactions. Predict the reaction yield, written as a fraction of the theoretical maximum amount of product (1.0 means a 100% yield; for example, 0.34 means a 34% yield). (1) The reactants are S(Cl)(Cl)=O.[C:5]([C:7]1[CH:24]=[CH:23][C:10]([O:11][CH2:12][CH2:13][CH2:14][CH2:15][CH2:16][CH2:17][CH2:18][CH2:19][C:20]([OH:22])=[O:21])=[CH:9][CH:8]=1)#[N:6].[CH2:25](O)[CH3:26]. No catalyst specified. The product is [C:5]([C:7]1[CH:24]=[CH:23][C:10]([O:11][CH2:12][CH2:13][CH2:14][CH2:15][CH2:16][CH2:17][CH2:18][CH2:19][C:20]([O:22][CH2:25][CH3:26])=[O:21])=[CH:9][CH:8]=1)#[N:6]. The yield is 0.877. (2) The reactants are Cl.Cl.[NH:3]1[CH2:8][CH2:7][CH:6]([NH:9][C:10]2[CH:11]=[C:12]([NH:16][C:17](=[O:19])[CH3:18])[CH:13]=[CH:14][CH:15]=2)[CH2:5][CH2:4]1.C(O)(=O)C.C(N(CC)CC)C.[CH2:31]([O:33][C:34]1[CH:35]=[C:36]([CH:39]=[C:40]([O:43][CH2:44][CH3:45])[C:41]=1[F:42])[CH:37]=O)[CH3:32].C([BH3-])#N.[Na+]. The catalyst is C(O)C. The product is [CH2:31]([O:33][C:34]1[CH:35]=[C:36]([CH:39]=[C:40]([O:43][CH2:44][CH3:45])[C:41]=1[F:42])[CH2:37][N:3]1[CH2:4][CH2:5][CH:6]([NH:9][C:10]2[CH:11]=[C:12]([NH:16][C:17](=[O:19])[CH3:18])[CH:13]=[CH:14][CH:15]=2)[CH2:7][CH2:8]1)[CH3:32]. The yield is 0.230. (3) The reactants are Br.[Cl:2][C:3]1[CH:4]=[C:5]([NH:24][S:25]([C:28]([F:31])([F:30])[F:29])(=[O:27])=[O:26])[CH:6]=[CH:7][C:8]=1[C:9]1[N:10]=[C:11]([C:14]2[CH:19]=[CH:18][N:17]=[C:16]([CH2:20][CH:21]([CH3:23])[CH3:22])[CH:15]=2)[S:12][CH:13]=1.C(=O)(O)[O-].[Na+]. The catalyst is CCOC(C)=O. The product is [Cl:2][C:3]1[CH:4]=[C:5]([NH:24][S:25]([C:28]([F:31])([F:29])[F:30])(=[O:27])=[O:26])[CH:6]=[CH:7][C:8]=1[C:9]1[N:10]=[C:11]([C:14]2[CH:19]=[CH:18][N:17]=[C:16]([CH2:20][CH:21]([CH3:23])[CH3:22])[CH:15]=2)[S:12][CH:13]=1. The yield is 0.610. (4) The reactants are [NH2:1][C:2]1[N:6]([CH3:7])[N:5]=[C:4]([C:8]([CH3:11])([CH3:10])[CH3:9])[CH:3]=1.[N:12]1[CH:17]=[CH:16][C:15]([O:18][C:19]2[CH:25]=[CH:24][C:22]([NH2:23])=[CH:21][CH:20]=2)=[CH:14][CH:13]=1.C[CH2:27][O:28]C(C)=O. The catalyst is C(Cl)Cl. The product is [C:8]([C:4]1[CH:3]=[C:2]([NH:1][C:27]([NH:23][C:22]2[CH:24]=[CH:25][C:19]([O:18][C:15]3[CH:14]=[CH:13][N:12]=[CH:17][CH:16]=3)=[CH:20][CH:21]=2)=[O:28])[N:6]([CH3:7])[N:5]=1)([CH3:11])([CH3:10])[CH3:9]. The yield is 0.510. (5) The reactants are [Cl:1][C:2]1[CH:7]=[CH:6][C:5]([CH2:8][C:9]([OH:11])=O)=[CH:4][CH:3]=1.[Cl:12][C:13]1[CH:18]=[CH:17][CH:16]=[CH:15][C:14]=1[C:19]1[N:24]=[N:23][C:22]([NH:25][NH:26]C(=O)CC2CCOCC2)=[CH:21][C:20]=1[C:36]1[CH:41]=[CH:40][C:39]([Cl:42])=[CH:38][CH:37]=1. No catalyst specified. The product is [Cl:1][C:2]1[CH:3]=[CH:4][C:5]([CH2:8][C:9]([NH:26][NH:25][C:22]2[N:23]=[N:24][C:19]([C:14]3[CH:15]=[CH:16][CH:17]=[CH:18][C:13]=3[Cl:12])=[C:20]([C:36]3[CH:41]=[CH:40][C:39]([Cl:42])=[CH:38][CH:37]=3)[CH:21]=2)=[O:11])=[CH:6][CH:7]=1. The yield is 0.620. (6) The reactants are [Cl:1][C:2]1[CH:30]=[CH:29][C:5]([CH2:6][NH:7][C:8]([C:10]2[CH:11]=[N:12][C:13]3[C:18]([C:19]=2[OH:20])=[CH:17][C:16]([CH2:21][N:22]2[CH2:27][CH2:26][O:25][CH2:24][CH2:23]2)=[CH:15][C:14]=3I)=[O:9])=[CH:4][CH:3]=1.[CH2:31]([OH:36])[CH2:32][CH2:33][C:34]#[CH:35].CCN(CC)CC. The catalyst is C(Cl)(Cl)Cl.Cl[Pd](Cl)([P](C1C=CC=CC=1)(C1C=CC=CC=1)C1C=CC=CC=1)[P](C1C=CC=CC=1)(C1C=CC=CC=1)C1C=CC=CC=1.[Cu]I. The product is [Cl:1][C:2]1[CH:30]=[CH:29][C:5]([CH2:6][NH:7][C:8]([C:10]2[C:19](=[O:20])[C:18]3[C:13]4=[C:14]([CH:35]=[C:34]([CH2:33][CH2:32][CH2:31][OH:36])[N:12]4[CH:11]=2)[CH:15]=[C:16]([CH2:21][N:22]2[CH2:27][CH2:26][O:25][CH2:24][CH2:23]2)[CH:17]=3)=[O:9])=[CH:4][CH:3]=1. The yield is 0.560. (7) The reactants are [C:1]1(=[O:8])[O:7][C:5](=[O:6])[CH2:4][CH2:3][CH2:2]1.[NH2:9][C:10]1[CH:15]=[CH:14][C:13]([C:16]#[CH:17])=[CH:12][CH:11]=1. The catalyst is ClCCl. The product is [C:16]([C:13]1[CH:14]=[CH:15][C:10]([NH:9][C:5]([CH2:4][CH2:3][CH2:2][C:1]([OH:7])=[O:8])=[O:6])=[CH:11][CH:12]=1)#[CH:17]. The yield is 0.960. (8) The reactants are [CH3:1][O:2][C:3]1[CH:8]=[C:7]([O:9][CH3:10])[N:6]=[C:5]([CH:11](SC)[C:12]2[C:17]([NH:18][S:19]([CH:22]([F:24])[F:23])(=[O:21])=[O:20])=[C:16]([O:25][CH3:26])[C:15]([F:27])=[CH:14][CH:13]=2)[N:4]=1.[OH:30]O. The catalyst is C(O)(=O)C. The product is [CH3:1][O:2][C:3]1[CH:8]=[C:7]([O:9][CH3:10])[N:6]=[C:5]([C:11]([C:12]2[C:17]([NH:18][S:19]([CH:22]([F:24])[F:23])(=[O:21])=[O:20])=[C:16]([O:25][CH3:26])[C:15]([F:27])=[CH:14][CH:13]=2)=[O:30])[N:4]=1. The yield is 0.760. (9) The reactants are Cl[CH2:2][CH2:3][CH2:4][S:5]([C:8]1[CH:17]=[CH:16][C:11]([C:12]([O:14]C)=[O:13])=[CH:10][CH:9]=1)(=[O:7])=[O:6].CC(C)([O-])C.[K+]. The catalyst is CC(O)(C)C.O. The product is [CH:4]1([S:5]([C:8]2[CH:17]=[CH:16][C:11]([C:12]([OH:14])=[O:13])=[CH:10][CH:9]=2)(=[O:7])=[O:6])[CH2:2][CH2:3]1. The yield is 0.790. (10) The reactants are [CH3:1][O:2][C:3]1[CH:11]=[C:10]([N:12]2[CH2:17][CH2:16][N:15]([CH3:18])[CH2:14][CH2:13]2)[C:9]([N+:19]([O-:21])=[O:20])=[CH:8][C:4]=1C(O)=O.CC[N:24]([CH:28](C)C)C(C)C.C1(P(N=[N+]=[N-])(C2C=CC=CC=2)=[O:38])C=CC=CC=1.[C:48]([OH:52])([CH3:51])([CH3:50])[CH3:49]. No catalyst specified. The product is [CH3:1][O:2][C:3]1[CH:11]=[C:10]([N:12]2[CH2:13][CH2:14][N:15]([CH3:18])[CH2:16][CH2:17]2)[C:9]([N+:19]([O-:21])=[O:20])=[CH:8][C:4]=1[NH:24][C:28](=[O:38])[O:52][C:48]([CH3:51])([CH3:50])[CH3:49]. The yield is 0.780.